From a dataset of Catalyst prediction with 721,799 reactions and 888 catalyst types from USPTO. Predict which catalyst facilitates the given reaction. (1) Reactant: [NH2:1][C:2]1[C:3](=[O:13])[N:4]([CH2:10][CH2:11][CH3:12])[C:5](=[O:9])[NH:6][C:7]=1[NH2:8].[F:14][C:15]1[CH:20]=[C:19]([F:21])[CH:18]=[CH:17][C:16]=1[N:22]1[C:26](=[O:27])[CH2:25][CH:24]([CH2:28][N:29]2[CH:33]=[C:32]([C:34](O)=[O:35])[CH:31]=[N:30]2)[CH2:23]1.CCN=C=NCCCN(C)C.Cl. Product: [NH2:8][C:7]1[NH:6][C:5](=[O:9])[N:4]([CH2:10][CH2:11][CH3:12])[C:3](=[O:13])[C:2]=1[NH:1][C:34]([C:32]1[CH:31]=[N:30][N:29]([CH2:28][CH:24]2[CH2:25][C:26](=[O:27])[N:22]([C:16]3[CH:17]=[CH:18][C:19]([F:21])=[CH:20][C:15]=3[F:14])[CH2:23]2)[CH:33]=1)=[O:35]. The catalyst class is: 5. (2) Reactant: [C:1]([CH2:4][N:5]1[C:14]2[C:9](=[CH:10][CH:11]=[CH:12][CH:13]=2)[CH2:8][CH:7]([CH2:15][N:16]2[CH2:21][CH2:20][C:19]3([C:29]4[C:24](=[CH:25][CH:26]=[CH:27][CH:28]=4)[CH2:23][CH2:22]3)[CH2:18][CH2:17]2)[C:6]1=[O:30])(O)=[O:2].Cl.[CH3:32][NH:33][CH3:34].CCN=C=NCCCN(C)C.C1C=CC2N(O)N=NC=2C=1. Product: [CH3:32][N:33]([CH3:34])[C:1](=[O:2])[CH2:4][N:5]1[C:14]2[C:9](=[CH:10][CH:11]=[CH:12][CH:13]=2)[CH2:8][CH:7]([CH2:15][N:16]2[CH2:17][CH2:18][C:19]3([C:29]4[C:24](=[CH:25][CH:26]=[CH:27][CH:28]=4)[CH2:23][CH2:22]3)[CH2:20][CH2:21]2)[C:6]1=[O:30]. The catalyst class is: 2. (3) Reactant: C(OCC)C.[H-].[Al+3].[Li+].[H-].[H-].[H-].[CH3:12][C:13]([CH3:34])([CH:16]([C:28]1[CH:33]=[CH:32][N:31]=[CH:30][CH:29]=1)OS(C1C=CC(C)=CC=1)(=O)=O)[C:14]#[N:15].[OH-].[Na+]. Product: [CH3:12][C:13]([CH3:34])([CH2:16][C:28]1[CH:33]=[CH:32][N:31]=[CH:30][CH:29]=1)[CH2:14][NH2:15]. The catalyst class is: 30. (4) Product: [Cl:1][C:2]1[CH:3]=[C:4]([N:13]([CH:14]2[CH2:18][CH2:17][CH2:16][CH2:15]2)[CH2:25][CH3:26])[C:5]([CH3:12])=[C:6]([CH:11]=1)[C:7]([O:9][CH3:10])=[O:8]. Reactant: [Cl:1][C:2]1[CH:3]=[C:4]([NH:13][CH:14]2[CH2:18][CH2:17][CH2:16][CH2:15]2)[C:5]([CH3:12])=[C:6]([CH:11]=1)[C:7]([O:9][CH3:10])=[O:8].C(=O)([O-])[O-].[Cs+].[Cs+].[CH2:25](I)[CH3:26]. The catalyst class is: 3. (5) Reactant: N[C:2]1[CH:3]=[C:4]2[C:8](=[CH:9][CH:10]=1)[NH:7][N:6]=[CH:5]2.Cl.N([O-])=O.[Na+].C(=O)([O-])[O-].[Na+].[Na+].[Cu][C:23]#[N:24].[C-]#N.[Na+]. Product: [NH:7]1[C:8]2[C:4](=[CH:3][C:2]([C:23]#[N:24])=[CH:10][CH:9]=2)[CH:5]=[N:6]1. The catalyst class is: 84.